This data is from Reaction yield outcomes from USPTO patents with 853,638 reactions. The task is: Predict the reaction yield, written as a fraction of the theoretical maximum amount of product (1.0 means a 100% yield; for example, 0.34 means a 34% yield). (1) The catalyst is CN(C=O)C.CCOC(C)=O.O. The yield is 0.990. The reactants are [Br:1][C:2]1[CH:3]=[C:4]2[C:15]3([CH2:17][O:16]3)[C:14]3[CH:13]=[C:12]([Cl:18])[N:11]=[C:10]([F:19])[C:9]=3[O:8][C:5]2=[CH:6][CH:7]=1.[N:20]([Si](C)(C)C)=[N+:21]=[N-:22]. The product is [N:20]([C:15]1([CH2:17][OH:16])[C:14]2[CH:13]=[C:12]([Cl:18])[N:11]=[C:10]([F:19])[C:9]=2[O:8][C:5]2[C:4]1=[CH:3][C:2]([Br:1])=[CH:7][CH:6]=2)=[N+:21]=[N-:22]. (2) The reactants are FC(F)(F)C1C=CC(CBr)=CC=1.Br[CH2:14][CH2:15][OH:16].[CH3:17][C:18]1[N:19]=[C:20]([N:33]2[C:37](=[O:38])[NH:36][N:35]=[CH:34]2)[S:21][C:22]=1[C:23]([NH:25][CH2:26][C:27]1[CH:28]=[N:29][CH:30]=[CH:31][CH:32]=1)=[O:24]. No catalyst specified. The product is [OH:16][CH2:15][CH2:14][N:36]1[C:37](=[O:38])[N:33]([C:20]2[S:21][C:22]([C:23]([NH:25][CH2:26][C:27]3[CH:28]=[N:29][CH:30]=[CH:31][CH:32]=3)=[O:24])=[C:18]([CH3:17])[N:19]=2)[CH:34]=[N:35]1. The yield is 0.760. (3) The reactants are [O:1]=[C:2]1[NH:6][C@H:5]([C:7]2[CH:12]=[CH:11][CH:10]=[C:9]([C:13]#[C:14][C:15]3[CH:20]=[CH:19][CH:18]=[CH:17][CH:16]=3)[CH:8]=2)[C@@H:4]([C:21]([OH:23])=O)[O:3]1.S(Cl)([Cl:26])=O. The catalyst is ClCCl. The product is [O:1]=[C:2]1[NH:6][C@H:5]([C:7]2[CH:12]=[CH:11][CH:10]=[C:9]([C:13]#[C:14][C:15]3[CH:20]=[CH:19][CH:18]=[CH:17][CH:16]=3)[CH:8]=2)[C@@H:4]([C:21]([Cl:26])=[O:23])[O:3]1. The yield is 0.950. (4) The reactants are [CH2:1]([C:8]([C:10]([F:13])([F:12])[F:11])=O)[C:2]([C:4]([F:7])([F:6])[F:5])=O.Cl.[N+:15]([C:18]1[CH:19]=[C:20]([NH:24][NH2:25])[CH:21]=[CH:22][CH:23]=1)([O-:17])=[O:16]. No catalyst specified. The product is [F:11][C:10]([F:13])([F:12])[C:8]1[CH:1]=[C:2]([C:4]([F:7])([F:6])[F:5])[N:24]([C:20]2[CH:21]=[CH:22][CH:23]=[C:18]([N+:15]([O-:17])=[O:16])[CH:19]=2)[N:25]=1. The yield is 0.940. (5) The reactants are [C:1]([C:5]1[S:9][C:8]([C@H:10]2[CH2:15][C@@H:14]([C:16]3[O:20][NH:19][C:18](=[O:21])[CH:17]=3)[CH2:13][CH2:12][N:11]2[C:22]([O:24][CH3:25])=[O:23])=[CH:7][CH:6]=1)([CH3:4])([CH3:3])[CH3:2].CCCCCCC.CC(O)C. The catalyst is C(#N)C. The product is [C:1]([C:5]1[S:9][C:8]([C@H:10]2[CH2:15][C@@H:14]([C:16]3[O:20][NH:19][C:18](=[O:21])[CH:17]=3)[CH2:13][CH2:12][N:11]2[C:22]([O:24][CH3:25])=[O:23])=[CH:7][CH:6]=1)([CH3:4])([CH3:2])[CH3:3].[C:1]([C:5]1[S:9][C:8]([C@@H:10]2[CH2:15][C@H:14]([C:16]3[O:20][NH:19][C:18](=[O:21])[CH:17]=3)[CH2:13][CH2:12][N:11]2[C:22]([O:24][CH3:25])=[O:23])=[CH:7][CH:6]=1)([CH3:4])([CH3:2])[CH3:3]. The yield is 0.490. (6) The reactants are [CH3:1][N:2]([S:20]([C:23]1[S:24][CH:25]=[CH:26][CH:27]=1)(=[O:22])=[O:21])[C:3]1[CH:4]=[C:5]([O:15][C:16]([F:19])([F:18])[F:17])[CH:6]=[C:7]2[C:11]=1[NH:10][C:9]([C:12](O)=[O:13])=[CH:8]2.[N:28]1(O)C2C=CC=CC=2N=N1.Cl.CN(C)CCCN=C=NCC.N. The catalyst is O.CN(C)C=O. The product is [CH3:1][N:2]([S:20]([C:23]1[S:24][CH:25]=[CH:26][CH:27]=1)(=[O:21])=[O:22])[C:3]1[CH:4]=[C:5]([O:15][C:16]([F:19])([F:18])[F:17])[CH:6]=[C:7]2[C:11]=1[NH:10][C:9]([C:12]([NH2:28])=[O:13])=[CH:8]2. The yield is 0.790. (7) The reactants are Cl[C:2]1[C:3]2[S:20][C:19]([S:21][CH3:22])=[N:18][C:4]=2[N:5]=[C:6]([C:8]([F:17])([F:16])[C:9]2[CH:14]=[CH:13][C:12]([F:15])=[CH:11][CH:10]=2)[N:7]=1.[CH3:23][C:24]1[NH:28][N:27]=[C:26]([NH2:29])[CH:25]=1.[I-].[K+].CCN(C(C)C)C(C)C. The catalyst is O.CN(C=O)C. The product is [F:16][C:8]([F:17])([C:9]1[CH:14]=[CH:13][C:12]([F:15])=[CH:11][CH:10]=1)[C:6]1[N:7]=[C:2]([NH:29][C:26]2[CH:25]=[C:24]([CH3:23])[NH:28][N:27]=2)[C:3]2[S:20][C:19]([S:21][CH3:22])=[N:18][C:4]=2[N:5]=1. The yield is 0.460. (8) The reactants are [Cl:1][C:2]1[CH:18]=[CH:17][C:16]([CH:19]=[C:20]2[CH2:25][CH2:24][NH:23][CH2:22][CH2:21]2)=[CH:15][C:3]=1[O:4][C:5]1[CH:10]=[CH:9][C:8]([C:11]([F:14])([F:13])[F:12])=[CH:7][N:6]=1.[N:26]1[CH:31]=[CH:30][CH:29]=[C:28]([NH:32][C:33](=O)[O:34]C2C=CC=CC=2)[CH:27]=1.C(N(CC)CC)C. The catalyst is CS(C)=O.O. The product is [Cl:1][C:2]1[CH:18]=[CH:17][C:16]([CH:19]=[C:20]2[CH2:21][CH2:22][N:23]([C:33]([NH:32][C:28]3[CH:27]=[N:26][CH:31]=[CH:30][CH:29]=3)=[O:34])[CH2:24][CH2:25]2)=[CH:15][C:3]=1[O:4][C:5]1[CH:10]=[CH:9][C:8]([C:11]([F:14])([F:13])[F:12])=[CH:7][N:6]=1. The yield is 0.540.